This data is from Reaction yield outcomes from USPTO patents with 853,638 reactions. The task is: Predict the reaction yield, written as a fraction of the theoretical maximum amount of product (1.0 means a 100% yield; for example, 0.34 means a 34% yield). (1) The reactants are C(OC([N:11]1[CH2:16][CH2:15][CH:14]([CH2:17][N:18]([C:29]2[CH:33]=[C:32]([C:34]3[CH:39]=[CH:38][CH:37]=[CH:36][CH:35]=3)[S:31][C:30]=2[C:40]([OH:42])=[O:41])[C:19](=[O:28])[C:20]2[CH:25]=[CH:24][C:23]([Cl:26])=[CH:22][C:21]=2[Cl:27])[CH2:13][CH2:12]1)=O)C1C=CC=CC=1. The catalyst is CO.[Pd]. The product is [Cl:27][C:21]1[CH:22]=[C:23]([Cl:26])[CH:24]=[CH:25][C:20]=1[C:19]([N:18]([CH2:17][CH:14]1[CH2:13][CH2:12][NH:11][CH2:16][CH2:15]1)[C:29]1[CH:33]=[C:32]([C:34]2[CH:35]=[CH:36][CH:37]=[CH:38][CH:39]=2)[S:31][C:30]=1[C:40]([OH:42])=[O:41])=[O:28]. The yield is 0.180. (2) The reactants are [N:1]1[CH:6]=[CH:5][CH:4]=[C:3](B(O)O)[CH:2]=1.Cl[C:11]1[S:12][CH:13]=[C:14]([Cl:16])[N:15]=1.C(O)C.C([O-])([O-])=O.[K+].[K+]. The catalyst is C1(C)C=CC=CC=1.C1C=CC([P]([Pd]([P](C2C=CC=CC=2)(C2C=CC=CC=2)C2C=CC=CC=2)([P](C2C=CC=CC=2)(C2C=CC=CC=2)C2C=CC=CC=2)[P](C2C=CC=CC=2)(C2C=CC=CC=2)C2C=CC=CC=2)(C2C=CC=CC=2)C2C=CC=CC=2)=CC=1. The product is [Cl:16][C:14]1[N:15]=[C:11]([C:3]2[CH:2]=[N:1][CH:6]=[CH:5][CH:4]=2)[S:12][CH:13]=1. The yield is 0.740. (3) The reactants are [CH3:1][N:2]1[C:6]([C:7]([NH:9][C:10]2[CH:15]=[C:14]([O:16][C:17]3[CH:18]=[N:19][C:20]([N+:23]([O-])=O)=[CH:21][CH:22]=3)[CH:13]=[CH:12][C:11]=2[CH3:26])=[O:8])=[CH:5][C:4]([CH3:27])=[N:3]1. The catalyst is CO.[C].[Pd]. The product is [NH2:23][C:20]1[N:19]=[CH:18][C:17]([O:16][C:14]2[CH:13]=[CH:12][C:11]([CH3:26])=[C:10]([NH:9][C:7]([C:6]3[N:2]([CH3:1])[N:3]=[C:4]([CH3:27])[CH:5]=3)=[O:8])[CH:15]=2)=[CH:22][CH:21]=1. The yield is 0.950. (4) The catalyst is CO.CN(C=O)C. The product is [Cl:1][CH:2]1[C:10](=[C:11]=[N:27][N:25]([CH3:26])[CH3:24])[C:9]2[C:4](=[CH:5][C:6]([Cl:14])=[C:7]([Cl:13])[CH:8]=2)[N:3]1[C@@H:15]1[O:21][C@H:20]([CH2:22][OH:23])[C@@H:18]([OH:19])[C@H:16]1[OH:17]. The yield is 0.780. The reactants are [Cl:1][C:2]1[N:3]([C@@H:15]2[O:21][C@H:20]([CH2:22][OH:23])[C@@H:18]([OH:19])[C@H:16]2[OH:17])[C:4]2[C:9]([C:10]=1[CH:11]=O)=[CH:8][C:7]([Cl:13])=[C:6]([Cl:14])[CH:5]=2.[CH3:24][N:25]([NH2:27])[CH3:26].CO.C(Cl)(Cl)Cl. (5) The reactants are Br[C:2]1[CH:7]=[CH:6][N:5]=[C:4]2[NH:8][N:9]=[CH:10][C:3]=12.[CH3:11][N:12](C=O)C. The catalyst is [C-]#N.[C-]#N.[Zn+2].[Zn].C1C=CC(/C=C/C(/C=C/C2C=CC=CC=2)=O)=CC=1.C1C=CC(/C=C/C(/C=C/C2C=CC=CC=2)=O)=CC=1.C1C=CC(/C=C/C(/C=C/C2C=CC=CC=2)=O)=CC=1.[Pd].[Pd].C1C=CC(P(C2C=CC=CC=2)[C-]2C=CC=C2)=CC=1.C1C=CC(P(C2C=CC=CC=2)[C-]2C=CC=C2)=CC=1.[Fe+2]. The product is [NH:8]1[C:4]2[N:5]=[CH:6][CH:7]=[C:2]([C:11]#[N:12])[C:3]=2[CH:10]=[N:9]1. The yield is 0.690. (6) The reactants are [CH:1]([C:4]1[CH:8]=[CH:7][NH:6][N:5]=1)([CH3:3])[CH3:2].[N+]([O-])([O-])=O.[Ce+4].[NH4+].[NH4+].[N+]([O-])([O-])=O.[N+]([O-])([O-])=O.[N+]([O-])([O-])=O.[N+]([O-])([O-])=O.[N+]([O-])([O-])=O.C(#N)C.[I:39]I. The catalyst is O. The product is [I:39][C:8]1[C:4]([CH:1]([CH3:3])[CH3:2])=[N:5][NH:6][CH:7]=1. The yield is 0.710. (7) The reactants are [Br:1][C:2]1[CH:3]=[CH:4][C:5]([OH:21])=[C:6]([C:8]([C:10]2[CH:11]=[N:12][N:13]([C:15]3[CH:20]=[CH:19][CH:18]=[CH:17][CH:16]=3)[CH:14]=2)=[O:9])[CH:7]=1.Br[CH2:23][C:24]([O:26][CH2:27][CH3:28])=[O:25]. No catalyst specified. The product is [Br:1][C:2]1[CH:3]=[CH:4][C:5]([O:21][CH2:23][C:24]([O:26][CH2:27][CH3:28])=[O:25])=[C:6]([C:8]([C:10]2[CH:11]=[N:12][N:13]([C:15]3[CH:20]=[CH:19][CH:18]=[CH:17][CH:16]=3)[CH:14]=2)=[O:9])[CH:7]=1. The yield is 1.00. (8) The yield is 0.850. The reactants are [Cl:1][C:2]1[N:7]=[N:6][C:5]([N:8]2[CH2:12][CH2:11][C@@H:10]([OH:13])[CH2:9]2)=[CH:4][CH:3]=1.[Si:14](Cl)([C:17]([CH3:20])([CH3:19])[CH3:18])([CH3:16])[CH3:15].N1C=CN=C1. The product is [Si:14]([O:13][C@@H:10]1[CH2:11][CH2:12][N:8]([C:5]2[N:6]=[N:7][C:2]([Cl:1])=[CH:3][CH:4]=2)[CH2:9]1)([C:17]([CH3:20])([CH3:19])[CH3:18])([CH3:16])[CH3:15]. The catalyst is CN(C=O)C. (9) The reactants are [F:1][C:2]1[CH:7]=[CH:6][C:5]([N:8]2[CH2:17][CH2:16][C:15]3[C:10](=[CH:11][CH:12]=[C:13]([OH:18])[CH:14]=3)[CH:9]2[CH2:19][C:20]2[CH:25]=[CH:24][C:23]([O:26][CH2:27][CH2:28][CH:29]3[CH2:34][CH2:33][CH2:32][CH2:31][NH:30]3)=[CH:22][CH:21]=2)=[CH:4][CH:3]=1.[H-].[Na+].Br[CH2:38][C:39]([NH2:41])=[O:40]. The catalyst is C1COCC1.CN(C=O)C. The product is [F:1][C:2]1[CH:7]=[CH:6][C:5]([N:8]2[CH2:17][CH2:16][C:15]3[C:10](=[CH:11][CH:12]=[C:13]([O:18][CH2:38][C:39]([NH2:41])=[O:40])[CH:14]=3)[CH:9]2[CH2:19][C:20]2[CH:25]=[CH:24][C:23]([O:26][CH2:27][CH2:28][CH:29]3[CH2:34][CH2:33][CH2:32][CH2:31][NH:30]3)=[CH:22][CH:21]=2)=[CH:4][CH:3]=1. The yield is 0.0480. (10) The reactants are [NH:1]1[CH2:8][CH2:7][CH2:6][C@@H:2]1[C:3]([OH:5])=[O:4].[C:9](Cl)(=[O:13])[C:10]([CH3:12])=[CH2:11]. The catalyst is [OH-].[Na+].CC(C)=O. The product is [C:9]([N:1]1[CH2:8][CH2:7][CH2:6][C@@H:2]1[C:3]([OH:5])=[O:4])(=[O:13])[C:10]([CH3:12])=[CH2:11]. The yield is 0.680.